This data is from Forward reaction prediction with 1.9M reactions from USPTO patents (1976-2016). The task is: Predict the product of the given reaction. (1) Given the reactants C(O[CH:4]=[C:5]([C:11]([O:13]CC)=O)[C:6]([O:8][CH2:9][CH3:10])=[O:7])C.[CH2:16]([N:19]([S:33]([CH2:36][C:37]1[CH:42]=[CH:41][CH:40]=[CH:39][CH:38]=1)(=[O:35])=[O:34])[C:20]([CH:22]1[CH2:27][CH2:26][N:25]([C:28](=[NH:32])[CH2:29][C:30]#[N:31])[CH2:24][CH2:23]1)=[O:21])[CH:17]=[CH2:18], predict the reaction product. The product is: [CH2:16]([N:19]([S:33]([CH2:36][C:37]1[CH:42]=[CH:41][CH:40]=[CH:39][CH:38]=1)(=[O:35])=[O:34])[C:20]([CH:22]1[CH2:27][CH2:26][N:25]([C:28]2[NH:32][C:11](=[O:13])[C:5]([C:6]([O:8][CH2:9][CH3:10])=[O:7])=[CH:4][C:29]=2[C:30]#[N:31])[CH2:24][CH2:23]1)=[O:21])[CH:17]=[CH2:18]. (2) Given the reactants [Si]([O:8][CH2:9][C:10]1([CH3:35])[S:16][CH2:15][CH2:14][N:13]2[C:17]([C:20]3([C:23]4[CH:28]=[CH:27][C:26]([C:29]5[CH:34]=[CH:33][CH:32]=[CH:31][N:30]=5)=[CH:25][CH:24]=4)[CH2:22][CH2:21]3)=[N:18][N:19]=[C:12]2[CH2:11]1)(C(C)(C)C)(C)C.Cl, predict the reaction product. The product is: [CH3:35][C:10]1([CH2:9][OH:8])[S:16][CH2:15][CH2:14][N:13]2[C:17]([C:20]3([C:23]4[CH:24]=[CH:25][C:26]([C:29]5[CH:34]=[CH:33][CH:32]=[CH:31][N:30]=5)=[CH:27][CH:28]=4)[CH2:22][CH2:21]3)=[N:18][N:19]=[C:12]2[CH2:11]1. (3) Given the reactants [OH:1][C:2]1[CH:9]=[CH:8][C:5]([CH2:6][NH2:7])=[CH:4][CH:3]=1.Cl.OC1C=CC(CN)=CC=1.[CH:20]1[N:25]=[C:24](Cl)[C:23]2[N:27]=[CH:28][N:29]([C@@H:30]3[O:34][C@H:33]([CH2:35][OH:36])[C@@H:32]([OH:37])[C@H:31]3[OH:38])[C:22]=2[N:21]=1.C(N(CC)C(C)C)(C)C, predict the reaction product. The product is: [OH:1][C:2]1[CH:9]=[CH:8][C:5]([CH2:6][NH:7][C:24]2[C:23]3[N:27]=[CH:28][N:29]([C:22]=3[N:21]=[CH:20][N:25]=2)[C@@H:30]2[O:34][C@H:33]([CH2:35][OH:36])[C@@H:32]([OH:37])[C@H:31]2[OH:38])=[CH:4][CH:3]=1.